Dataset: Forward reaction prediction with 1.9M reactions from USPTO patents (1976-2016). Task: Predict the product of the given reaction. (1) Given the reactants [C:1]([NH:4][C@H:5]([C@H:11]1[C@H:15]([NH:16][C:17]([NH:26][C:27]([O:29][C:30]([CH3:33])([CH3:32])[CH3:31])=[O:28])=[N:18][C:19]([O:21][C:22]([CH3:25])([CH3:24])[CH3:23])=[O:20])[CH2:14][C@H:13]([C:34]([O:36][CH3:37])=[O:35])[C@H:12]1[OH:38])[CH:6]([CH2:9][CH3:10])[CH2:7][CH3:8])(=[O:3])[CH3:2].Cl[C:40]([O:42][C:43]1[CH:48]=[CH:47][C:46]([N+:49]([O-:51])=[O:50])=[CH:45][CH:44]=1)=[O:41].N1C=CC=CC=1, predict the reaction product. The product is: [CH3:37][O:36][C:34]([C@H:13]1[CH2:14][C@@H:15]([NH:16][C:17]([NH:26][C:27]([O:29][C:30]([CH3:33])([CH3:32])[CH3:31])=[O:28])=[N:18][C:19]([O:21][C:22]([CH3:23])([CH3:25])[CH3:24])=[O:20])[C@H:11]([C@@H:5]([NH:4][C:1](=[O:3])[CH3:2])[CH:6]([CH2:7][CH3:8])[CH2:9][CH3:10])[C@@H:12]1[O:38][C:40]([O:42][C:43]1[CH:44]=[CH:45][C:46]([N+:49]([O-:51])=[O:50])=[CH:47][CH:48]=1)=[O:41])=[O:35]. (2) Given the reactants [NH2:1][C:2]1[CH:11]=[CH:10][CH:9]=[C:8]2[C:3]=1[CH:4]=[CH:5][N:6]([C@H:13]([CH3:19])[CH2:14][O:15][C:16](=[O:18])[CH3:17])[C:7]2=[O:12].C(Cl)(Cl)(Cl)[Cl:21].ClN1C(=O)CCC1=O.CN(C)C=O, predict the reaction product. The product is: [C:16]([O:15][CH2:14][C@H:13]([N:6]1[CH:5]=[CH:4][C:3]2[C:8](=[CH:9][CH:10]=[C:11]([Cl:21])[C:2]=2[NH2:1])[C:7]1=[O:12])[CH3:19])(=[O:18])[CH3:17]. (3) The product is: [CH2:18]([O:25][C:26]([CH2:27][CH:15]([O:72][C:71](=[O:73])[C:70]1[CH:74]=[CH:75][C:67]([NH:66][C:64]([C@H:45]2[C@H:44]([C:40]3[CH:41]=[CH:42][CH:43]=[C:38]([Cl:37])[C:39]=3[F:78])[C@:48]([C:51]3[CH:56]=[CH:55][C:54]([Cl:57])=[CH:53][C:52]=3[F:58])([C:49]#[N:50])[C@H:47]([CH2:59][C:60]([CH3:62])([CH3:63])[CH3:61])[NH:46]2)=[O:65])=[C:68]([O:76][CH3:77])[CH:69]=1)[O:14][C:12](=[O:13])[NH2:11])=[O:29])[C:19]1[CH:24]=[CH:23][CH:22]=[CH:21][CH:20]=1. Given the reactants C(OC(=O)C[NH:11][C:12]([O:14][CH2:15]Cl)=[O:13])C1C=CC=CC=1.[CH2:18]([O:25][C:26](=[O:29])[CH2:27]N)[C:19]1[CH:24]=[CH:23][CH:22]=[CH:21][CH:20]=1.ClC(OC(Cl)C)=O.[Cl:37][C:38]1[C:39]([F:78])=[C:40]([C@@H:44]2[C@:48]([C:51]3[CH:56]=[CH:55][C:54]([Cl:57])=[CH:53][C:52]=3[F:58])([C:49]#[N:50])[C@H:47]([CH2:59][C:60]([CH3:63])([CH3:62])[CH3:61])[NH:46][C@H:45]2[C:64]([NH:66][C:67]2[CH:75]=[CH:74][C:70]([C:71]([OH:73])=[O:72])=[CH:69][C:68]=2[O:76][CH3:77])=[O:65])[CH:41]=[CH:42][CH:43]=1.C(=O)([O-])[O-].[Cs+].[Cs+], predict the reaction product. (4) Given the reactants [CH3:1][O:2][CH2:3][CH2:4][N:5]([CH3:21])[C:6]1[N:11]=[CH:10][C:9](B2OC(C)(C)C(C)(C)O2)=[CH:8][N:7]=1.[C:22]([O:26][C:27]([N:29]1[CH2:34][CH2:33][N:32]([C:35]2[NH:36][C:37]([C:42]3[CH:47]=[CH:46][N:45]=[C:44](Cl)[CH:43]=3)=[CH:38][C:39]=2[C:40]#[N:41])[CH2:31][CH2:30]1)=[O:28])([CH3:25])([CH3:24])[CH3:23], predict the reaction product. The product is: [C:22]([O:26][C:27]([N:29]1[CH2:30][CH2:31][N:32]([C:35]2[NH:36][C:37]([C:42]3[CH:47]=[CH:46][N:45]=[C:44]([C:9]4[CH:10]=[N:11][C:6]([N:5]([CH2:4][CH2:3][O:2][CH3:1])[CH3:21])=[N:7][CH:8]=4)[CH:43]=3)=[CH:38][C:39]=2[C:40]#[N:41])[CH2:33][CH2:34]1)=[O:28])([CH3:25])([CH3:23])[CH3:24]. (5) Given the reactants [Cl:1][C:2]1[CH:7]=[CH:6][C:5]([S:8]([NH:11][C@H:12]2[CH2:18][CH2:17][CH2:16][CH2:15][CH2:14][C@H:13]2[C:19]([NH2:21])=[O:20])(=[O:10])=[O:9])=[CH:4][CH:3]=1.Br[CH2:23][C:24]1[CH:29]=[CH:28][C:27]([C:30]([F:33])([F:32])[F:31])=[CH:26][CH:25]=1, predict the reaction product. The product is: [Cl:1][C:2]1[CH:7]=[CH:6][C:5]([S:8]([N:11]([CH2:23][C:24]2[CH:25]=[CH:26][C:27]([C:30]([F:31])([F:32])[F:33])=[CH:28][CH:29]=2)[C@H:12]2[CH2:18][CH2:17][CH2:16][CH2:15][CH2:14][C@H:13]2[C:19]([NH2:21])=[O:20])(=[O:9])=[O:10])=[CH:4][CH:3]=1. (6) Given the reactants [O:1]([CH2:24][CH2:25][O:26][CH2:27][CH2:28][O:29][C:30]1[C:37]([O:38][CH2:39][CH2:40][O:41][CH3:42])=[CH:36][C:33]([C:34]#[N:35])=[C:32]([N+:43]([O-])=O)[CH:31]=1)[CH2:2][CH2:3][O:4][CH2:5][CH2:6][O:7][C:8]1[C:15]([O:16][CH2:17][CH2:18][O:19][CH3:20])=[CH:14][C:11]([C:12]#[N:13])=[C:10]([N+:21]([O-])=O)[CH:9]=1, predict the reaction product. The product is: [O:1]([CH2:24][CH2:25][O:26][CH2:27][CH2:28][O:29][C:30]1[C:37]([O:38][CH2:39][CH2:40][O:41][CH3:42])=[CH:36][C:33]([C:34]#[N:35])=[C:32]([NH2:43])[CH:31]=1)[CH2:2][CH2:3][O:4][CH2:5][CH2:6][O:7][C:8]1[C:15]([O:16][CH2:17][CH2:18][O:19][CH3:20])=[CH:14][C:11]([C:12]#[N:13])=[C:10]([NH2:21])[CH:9]=1. (7) Given the reactants Br[C:2]1[CH:3]=[C:4]([C:9]2[O:10][CH2:11][C:12]([CH3:15])([CH3:14])[N:13]=2)[CH:5]=[CH:6][C:7]=1[CH3:8].[B:16]1([B:16]2[O:20][C:19]([CH3:22])([CH3:21])[C:18]([CH3:24])([CH3:23])[O:17]2)[O:20][C:19]([CH3:22])([CH3:21])[C:18]([CH3:24])([CH3:23])[O:17]1, predict the reaction product. The product is: [CH3:14][C:12]1([CH3:15])[CH2:11][O:10][C:9]([C:4]2[CH:5]=[CH:6][C:7]([CH3:8])=[C:2]([B:16]3[O:20][C:19]([CH3:22])([CH3:21])[C:18]([CH3:24])([CH3:23])[O:17]3)[CH:3]=2)=[N:13]1. (8) The product is: [N:40]([CH:2]([C:20]1[CH:25]=[CH:24][CH:23]=[CH:22][CH:21]=1)[C:3]1[CH:19]=[CH:18][C:6]([O:7][CH2:8][C:9]2[O:13][C:12]([C:14]([O:16][CH3:17])=[O:15])=[CH:11][CH:10]=2)=[CH:5][CH:4]=1)=[N+:41]=[N-:42]. Given the reactants O[CH:2]([C:20]1[CH:25]=[CH:24][CH:23]=[CH:22][CH:21]=1)[C:3]1[CH:19]=[CH:18][C:6]([O:7][CH2:8][C:9]2[O:13][C:12]([C:14]([O:16][CH3:17])=[O:15])=[CH:11][CH:10]=2)=[CH:5][CH:4]=1.C1(P([N:40]=[N+:41]=[N-:42])(C2C=CC=CC=2)=O)C=CC=CC=1.C1CCN2C(=NCCC2)CC1, predict the reaction product. (9) The product is: [Cl:1][C:2]1[C:3]([F:20])=[C:4]([CH:8]2[CH2:26][NH:25][CH:24]([CH2:23][C:22]([CH3:32])([CH3:31])[CH3:21])[C:9]2([C:12]2[CH:17]=[CH:16][C:15]([Cl:18])=[CH:14][C:13]=2[F:19])[C:10]#[N:11])[CH:5]=[CH:6][CH:7]=1. Given the reactants [Cl:1][C:2]1[C:3]([F:20])=[C:4](/[CH:8]=[C:9](/[C:12]2[CH:17]=[CH:16][C:15]([Cl:18])=[CH:14][C:13]=2[F:19])\[C:10]#[N:11])[CH:5]=[CH:6][CH:7]=1.[CH3:21][C:22]([CH3:32])([CH3:31])[CH2:23]/[CH:24]=[N:25]/[CH2:26][Si](C)(C)C.C(O)(=O)C.O, predict the reaction product.